This data is from Forward reaction prediction with 1.9M reactions from USPTO patents (1976-2016). The task is: Predict the product of the given reaction. (1) Given the reactants [CH:1]1([CH2:7][CH2:8][CH2:9][CH2:10][CH2:11][CH2:12]O)[CH2:6][CH2:5][CH2:4][CH2:3][CH2:2]1.C1(P(C2C=CC=CC=2)C2C=CC=CC=2)C=CC=CC=1.C1C(=O)N([Br:40])C(=O)C1, predict the reaction product. The product is: [Br:40][CH2:12][CH2:11][CH2:10][CH2:9][CH2:8][CH2:7][CH:1]1[CH2:6][CH2:5][CH2:4][CH2:3][CH2:2]1. (2) Given the reactants [CH3:1][S:2]([C:5]1[CH:6]=[CH:7][C:8]([C:11]2[CH:12]=[CH:13][C:14]3[O:18][C@@H:17]([CH:19]4[CH2:24][CH2:23][NH:22][CH2:21][CH2:20]4)[CH2:16][C:15]=3[CH:25]=2)=[N:9][CH:10]=1)(=[O:4])=[O:3].[C:26](O[C:26]([O:28][C:29]([CH3:32])([CH3:31])[CH3:30])=[O:27])([O:28][C:29]([CH3:32])([CH3:31])[CH3:30])=[O:27], predict the reaction product. The product is: [C:29]([O:28][C:26]([N:22]1[CH2:23][CH2:24][CH:19]([C@H:17]2[CH2:16][C:15]3[CH:25]=[C:11]([C:8]4[CH:7]=[CH:6][C:5]([S:2]([CH3:1])(=[O:4])=[O:3])=[CH:10][N:9]=4)[CH:12]=[CH:13][C:14]=3[O:18]2)[CH2:20][CH2:21]1)=[O:27])([CH3:32])([CH3:31])[CH3:30]. (3) Given the reactants [O:1]1[CH:5]=[CH:4][CH:3]=[C:2]1[C:6]1[C:7]2[CH:24]=[CH:23][CH:22]=[N:21][C:8]=2[N:9]=[C:10]([NH:19][CH3:20])[CH:11]([C:13]2[S:14][CH:15]=[C:16](I)[CH:17]=2)[N:12]=1.[CH3:25][CH:26]([OH:29])[C:27]#[CH:28], predict the reaction product. The product is: [O:1]1[CH:5]=[CH:4][CH:3]=[C:2]1[C:6]1[C:7]2[CH:24]=[CH:23][CH:22]=[N:21][C:8]=2[N:9]=[C:10]([NH:19][CH3:20])[CH:11]([C:13]2[S:14][CH:15]=[C:16]([C:28]#[C:27][CH:26]([OH:29])[CH3:25])[CH:17]=2)[N:12]=1. (4) The product is: [C:1]([O:5][C:6]([N:8]1[CH2:13][CH2:12][CH:11]([CH2:14][CH2:15][NH:16][C:34]2[N:33]=[C:32]([C:29]3[S:28][C:27]4[CH:26]=[CH:25][CH:24]=[C:23]([C:21](=[O:22])[NH:20][CH:17]5[CH2:19][CH2:18]5)[C:31]=4[CH:30]=3)[C:37]([CH3:38])=[CH:36][N:35]=2)[CH2:10][CH2:9]1)=[O:7])([CH3:4])([CH3:3])[CH3:2]. Given the reactants [C:1]([O:5][C:6]([N:8]1[CH2:13][CH2:12][CH:11]([CH2:14][CH2:15][NH2:16])[CH2:10][CH2:9]1)=[O:7])([CH3:4])([CH3:3])[CH3:2].[CH:17]1([NH:20][C:21]([C:23]2[C:31]3[CH:30]=[C:29]([C:32]4[C:37]([CH3:38])=[CH:36][N:35]=[C:34](Cl)[N:33]=4)[S:28][C:27]=3[CH:26]=[CH:25][CH:24]=2)=[O:22])[CH2:19][CH2:18]1.C(N(C(C)C)CC)(C)C, predict the reaction product. (5) Given the reactants [CH3:1][O:2][C:3]1[CH:8]=[C:7]([N+:9]([O-])=O)[CH:6]=[CH:5][C:4]=1[NH:12][S:13]([CH3:16])(=[O:15])=[O:14], predict the reaction product. The product is: [CH3:1][O:2][C:3]1[CH:8]=[C:7]([NH2:9])[CH:6]=[CH:5][C:4]=1[NH:12][S:13]([CH3:16])(=[O:15])=[O:14]. (6) Given the reactants [CH3:1][O:2][C:3]1[CH:4]=[C:5]([C:11]([C:14]2[N:18]([C:19]3[CH:24]=[CH:23][C:22]([F:25])=[CH:21][CH:20]=3)[C:17]([CH:26]=O)=[N:16][CH:15]=2)([CH3:13])[CH3:12])[CH:6]=[CH:7][C:8]=1[O:9][CH3:10].[Cl:28][C:29]1[CH:35]=[CH:34][CH:33]=[C:32]([F:36])[C:30]=1[NH2:31].CC1C=CC(S(O)(=O)=O)=CC=1.[BH4-].[Na+], predict the reaction product. The product is: [Cl:28][C:29]1[CH:35]=[CH:34][CH:33]=[C:32]([F:36])[C:30]=1[NH:31][CH2:26][C:17]1[N:18]([C:19]2[CH:20]=[CH:21][C:22]([F:25])=[CH:23][CH:24]=2)[C:14]([C:11]([C:5]2[CH:6]=[CH:7][C:8]([O:9][CH3:10])=[C:3]([O:2][CH3:1])[CH:4]=2)([CH3:12])[CH3:13])=[CH:15][N:16]=1. (7) Given the reactants [NH2:1][C:2]1[N:7]=[C:6]([O:8][CH2:9][CH3:10])[CH:5]=[C:4]([NH2:11])[N:3]=1.[N:12]([O-])=[O:13].[Na+], predict the reaction product. The product is: [N:12]([C:5]1[C:6]([O:8][CH2:9][CH3:10])=[N:7][C:2]([NH2:1])=[N:3][C:4]=1[NH2:11])=[O:13]. (8) Given the reactants [H][H].[N:3]([CH2:6][C@@H:7]1[C@@H:11]([F:12])[CH2:10][N:9]([C:13]([O:15][CH2:16][C:17]2[CH:22]=[CH:21][CH:20]=[CH:19][CH:18]=2)=[O:14])[CH2:8]1)=[N+]=[N-].N(CC1CN(C(OCC2C=CC=CC=2)=O)CC=1)=[N+]=[N-], predict the reaction product. The product is: [NH2:3][CH2:6][C@@H:7]1[C@@H:11]([F:12])[CH2:10][N:9]([C:13]([O:15][CH2:16][C:17]2[CH:22]=[CH:21][CH:20]=[CH:19][CH:18]=2)=[O:14])[CH2:8]1. (9) The product is: [C:5]([C:4]1[CH:13]([C:14]2[CH:15]=[CH:16][CH:17]=[C:18]3[C:23]=2[O:22][C:21]([CH3:24])=[CH:20][C:19]3=[O:25])[C:31]([C:32]([O:34][CH2:35][CH3:36])=[O:33])=[C:30]([CH3:37])[NH:29][C:3]=1[C:2]([F:28])([F:1])[F:27])(=[O:6])[C:7]1[CH:12]=[CH:11][CH:10]=[CH:9][CH:8]=1. Given the reactants [F:1][C:2]([F:28])([F:27])[C:3](=O)[C:4](=[CH:13][C:14]1[CH:15]=[CH:16][CH:17]=[C:18]2[C:23]=1[O:22][C:21]([CH3:24])=[CH:20][C:19]2=[O:25])[C:5]([C:7]1[CH:12]=[CH:11][CH:10]=[CH:9][CH:8]=1)=[O:6].[NH2:29]/[C:30](/[CH3:37])=[CH:31]\[C:32]([O:34][CH2:35][CH3:36])=[O:33], predict the reaction product.